Dataset: Full USPTO retrosynthesis dataset with 1.9M reactions from patents (1976-2016). Task: Predict the reactants needed to synthesize the given product. (1) Given the product [Br-:1].[C:30]([O-:33])(=[O:32])[CH3:31].[C:30]([O-:33])(=[O:32])[CH3:31].[C:30]([O-:33])(=[O:32])[CH3:31].[C:30]([O-:33])(=[O:32])[CH3:31].[OH:4][C@H:2]1[O:14][C@H:8]([CH2:9][OH:10])[C@@H:7]([OH:18])[C@H:6]([OH:22])[C@H:5]1[OH:26], predict the reactants needed to synthesize it. The reactants are: [BrH:1].[C:2]([C@:5](CO)([OH:26])[C@@:6](C(=O)C)([OH:22])[C@:7](C(=O)C)([OH:18])[C@@:8](C(=O)C)([OH:14])[C:9](C(=O)C)=[O:10])(=[O:4])C.[Br-].[C:30]([OH:33])(=[O:32])[CH3:31]. (2) Given the product [CH2:1]([N:8]1[CH2:13][CH2:12][N:11]([CH2:14][C:15]2[CH:20]=[CH:19][CH:18]=[CH:17][CH:16]=2)[CH2:10][CH:9]1[CH2:21][O:22][CH2:33][O:34][CH2:35][CH2:36][O:37][CH3:38])[C:2]1[CH:3]=[CH:4][CH:5]=[CH:6][CH:7]=1, predict the reactants needed to synthesize it. The reactants are: [CH2:1]([N:8]1[CH2:13][CH2:12][N:11]([CH2:14][C:15]2[CH:20]=[CH:19][CH:18]=[CH:17][CH:16]=2)[CH2:10][CH:9]1[CH2:21][OH:22])[C:2]1[CH:7]=[CH:6][CH:5]=[CH:4][CH:3]=1.C(N(C(C)C)CC)(C)C.Cl[CH2:33][O:34][CH2:35][CH2:36][O:37][CH3:38].C(=O)(O)[O-].[Na+].